From a dataset of NCI-60 drug combinations with 297,098 pairs across 59 cell lines. Regression. Given two drug SMILES strings and cell line genomic features, predict the synergy score measuring deviation from expected non-interaction effect. (1) Drug 1: C1=CC=C(C(=C1)C(C2=CC=C(C=C2)Cl)C(Cl)Cl)Cl. Drug 2: CC12CCC3C(C1CCC2OP(=O)(O)O)CCC4=C3C=CC(=C4)OC(=O)N(CCCl)CCCl.[Na+]. Cell line: M14. Synergy scores: CSS=9.02, Synergy_ZIP=-2.47, Synergy_Bliss=-1.97, Synergy_Loewe=-2.71, Synergy_HSA=-2.00. (2) Drug 1: C1C(C(OC1N2C=NC3=C(N=C(N=C32)Cl)N)CO)O. Drug 2: CCC1=C2CN3C(=CC4=C(C3=O)COC(=O)C4(CC)O)C2=NC5=C1C=C(C=C5)O. Cell line: UACC-257. Synergy scores: CSS=23.1, Synergy_ZIP=-4.57, Synergy_Bliss=2.79, Synergy_Loewe=1.16, Synergy_HSA=1.51. (3) Drug 1: CC(CN1CC(=O)NC(=O)C1)N2CC(=O)NC(=O)C2. Drug 2: CCN(CC)CCCC(C)NC1=C2C=C(C=CC2=NC3=C1C=CC(=C3)Cl)OC. Cell line: HOP-62. Synergy scores: CSS=23.4, Synergy_ZIP=-7.26, Synergy_Bliss=-1.21, Synergy_Loewe=-7.90, Synergy_HSA=0.228.